From a dataset of Forward reaction prediction with 1.9M reactions from USPTO patents (1976-2016). Predict the product of the given reaction. (1) Given the reactants Br[C:2]1[C:3]([CH3:9])=[N:4][C:5]([Br:8])=[CH:6][CH:7]=1.[Li]CCCC.ClCCl.Cl.C1C[O:22][CH2:21]C1, predict the reaction product. The product is: [Br:8][C:5]1[CH:6]=[CH:7][C:2]([CH:21]=[O:22])=[C:3]([CH3:9])[N:4]=1. (2) The product is: [CH3:1][C:2]1[CH:3]=[CH:4][C:5]([C:8]2[CH:13]=[CH:12][C:11]([O:14][CH2:24][C:21]3[O:20][C:19]([C:17]([OH:18])=[O:16])=[CH:23][CH:22]=3)=[CH:10][CH:9]=2)=[CH:6][CH:7]=1. Given the reactants [CH3:1][C:2]1[CH:7]=[CH:6][C:5]([C:8]2[CH:13]=[CH:12][C:11]([OH:14])=[CH:10][CH:9]=2)=[CH:4][CH:3]=1.C[O:16][C:17]([C:19]1[O:20][C:21]([CH2:24]Cl)=[CH:22][CH:23]=1)=[O:18], predict the reaction product. (3) Given the reactants [I:1][C:2]1[CH:3]=[C:4]2[C:8](=[CH:9][CH:10]=1)[NH:7][N:6]=[CH:5]2.[CH3:11][O:12][CH:13]([O:16][CH3:17])[CH2:14]Br.C([O-])([O-])=O.[Cs+].[Cs+], predict the reaction product. The product is: [CH3:11][O:12][CH:13]([O:16][CH3:17])[CH2:14][N:7]1[C:8]2[C:4](=[CH:3][C:2]([I:1])=[CH:10][CH:9]=2)[CH:5]=[N:6]1. (4) The product is: [CH2:13]([N:20]1[C:21]2[C:30]3[CH:29]=[CH:28][CH:27]=[CH:26][C:25]=3[N:24]=[CH:23][C:22]=2[N:31]=[C:1]1[SH:2])[C:14]1[CH:15]=[CH:16][CH:17]=[CH:18][CH:19]=1. Given the reactants [C:1](N1C=CN=C1)(N1C=CN=C1)=[S:2].[CH2:13]([NH:20][C:21]1[C:30]2[C:25](=[CH:26][CH:27]=[CH:28][CH:29]=2)[N:24]=[CH:23][C:22]=1[NH2:31])[C:14]1[CH:19]=[CH:18][CH:17]=[CH:16][CH:15]=1, predict the reaction product. (5) The product is: [C:22]([O:26][C:27](=[O:28])[NH:29][C@H:30]([C:31]1[N:13]([C@H:11]2[CH2:12][C@H:9]([O:8][CH2:1][C:2]3[CH:7]=[CH:6][CH:5]=[CH:4][CH:3]=3)[CH2:10]2)[C:14]2[CH:19]=[C:18]([F:20])[CH:17]=[CH:16][C:15]=2[N:21]=1)[CH3:34])([CH3:25])([CH3:24])[CH3:23]. Given the reactants [CH2:1]([O:8][C@H:9]1[CH2:12][C@H:11]([NH:13][C:14]2[C:15]([NH2:21])=[CH:16][CH:17]=[C:18]([F:20])[CH:19]=2)[CH2:10]1)[C:2]1[CH:7]=[CH:6][CH:5]=[CH:4][CH:3]=1.[C:22]([O:26][C:27]([NH:29][C@@H:30]([CH3:34])[C:31](O)=O)=[O:28])([CH3:25])([CH3:24])[CH3:23].C1C=NC2N(O)N=NC=2C=1.CCN=C=NCCCN(C)C.Cl, predict the reaction product. (6) Given the reactants [Br:1][C:2]1[CH:24]=[N:23][C:5]2[N:6]([CH3:22])[C:7](=[O:21])[N:8]([CH2:11][CH2:12][CH2:13][O:14][CH:15]3[CH2:20][CH2:19][CH2:18][CH2:17][O:16]3)[C:9](=[O:10])[C:4]=2[C:3]=1[CH:25]([C:27]1[CH:32]=[CH:31]C(Cl)=CC=1)[OH:26].[Li+].[CH3:35]C([N-]C(C)C)C.CC(C)CC=O, predict the reaction product. The product is: [Br:1][C:2]1[CH:24]=[N:23][C:5]2[N:6]([CH3:22])[C:7](=[O:21])[N:8]([CH2:11][CH2:12][CH2:13][O:14][CH:15]3[CH2:20][CH2:19][CH2:18][CH2:17][O:16]3)[C:9](=[O:10])[C:4]=2[C:3]=1[CH:25]([OH:26])[CH2:27][CH:32]([CH3:35])[CH3:31]. (7) The product is: [Br:1][C:2]1[CH:7]=[CH:6][CH:5]=[CH:4][C:3]=1[C:8]1[N:9]=[C:10]([CH:32]([OH:33])[C:34]2[C:35]([F:50])=[C:36]([OH:42])[CH:37]=[C:38]([CH2:40][CH3:41])[CH:39]=2)[N:11]([C:13]([C:26]2[CH:31]=[CH:30][CH:29]=[CH:28][CH:27]=2)([C:20]2[CH:25]=[CH:24][CH:23]=[CH:22][CH:21]=2)[C:14]2[CH:19]=[CH:18][CH:17]=[CH:16][CH:15]=2)[CH:12]=1. Given the reactants [Br:1][C:2]1[CH:7]=[CH:6][CH:5]=[CH:4][C:3]=1[C:8]1[N:9]=[C:10]([CH:32]([C:34]2[CH:39]=[C:38]([CH2:40][CH3:41])[CH:37]=[C:36]([O:42][Si](C(C)(C)C)(C)C)[C:35]=2[F:50])[OH:33])[N:11]([C:13]([C:26]2[CH:31]=[CH:30][CH:29]=[CH:28][CH:27]=2)([C:20]2[CH:25]=[CH:24][CH:23]=[CH:22][CH:21]=2)[C:14]2[CH:19]=[CH:18][CH:17]=[CH:16][CH:15]=2)[CH:12]=1.CCCC[N+](CCCC)(CCCC)CCCC.[F-], predict the reaction product. (8) Given the reactants [Cl:1][C:2]1[CH:3]=[C:4]([S:8][C:9]2[N:10]=[N:11][C:12]([O:15][CH3:16])=[CH:13][CH:14]=2)[CH:5]=[CH:6][CH:7]=1.ClC1C=CC=C(C(OO)=[O:25])C=1.C(Cl)(Cl)Cl.[OH2:32], predict the reaction product. The product is: [Cl:1][C:2]1[CH:3]=[C:4]([S:8]([C:9]2[N:10]=[N:11][C:12]([O:15][CH3:16])=[CH:13][CH:14]=2)(=[O:25])=[O:32])[CH:5]=[CH:6][CH:7]=1. (9) Given the reactants [F:1][C:2]1[CH:26]=[CH:25][CH:24]=[C:23]([F:27])[C:3]=1[C:4]([NH:6][C:7](=[O:22])[N:8]([C:10]1[CH:15]=[CH:14][C:13]([S:16]([CH2:18][CH:19]=[CH2:20])=[O:17])=[CH:12][C:11]=1[F:21])[CH3:9])=[O:5].ClC1C=CC=C(C(OO)=[O:36])C=1, predict the reaction product. The product is: [F:1][C:2]1[CH:26]=[CH:25][CH:24]=[C:23]([F:27])[C:3]=1[C:4]([NH:6][C:7](=[O:22])[N:8]([C:10]1[CH:15]=[CH:14][C:13]([S:16]([CH2:18][CH:19]=[CH2:20])(=[O:36])=[O:17])=[CH:12][C:11]=1[F:21])[CH3:9])=[O:5]. (10) Given the reactants [F:1][C:2]1[CH:7]=[CH:6][C:5]([N:8]2[CH2:12][CH:11]3[CH2:13][N:14](C(OC(C)(C)C)=O)[CH2:15][CH:10]3[CH2:9]2)=[CH:4][CH:3]=1.[ClH:23].C(OCC)(=O)C, predict the reaction product. The product is: [ClH:23].[F:1][C:2]1[CH:3]=[CH:4][C:5]([N:8]2[CH2:9][CH:10]3[CH:11]([CH2:13][NH:14][CH2:15]3)[CH2:12]2)=[CH:6][CH:7]=1.